From a dataset of Full USPTO retrosynthesis dataset with 1.9M reactions from patents (1976-2016). Predict the reactants needed to synthesize the given product. (1) Given the product [CH2:1]([O:8][C:9]1[CH:14]=[CH:13][CH:12]=[C:11]([OH:15])[C:10]=1[C:16](=[O:18])[CH:17]=[CH:21][CH:22]=[CH:23][C:24]1[CH:29]=[CH:28][CH:27]=[CH:26][CH:25]=1)[C:2]1[CH:3]=[CH:4][CH:5]=[CH:6][CH:7]=1, predict the reactants needed to synthesize it. The reactants are: [CH2:1]([O:8][C:9]1[CH:14]=[CH:13][CH:12]=[C:11]([OH:15])[C:10]=1[C:16](=[O:18])[CH3:17])[C:2]1[CH:7]=[CH:6][CH:5]=[CH:4][CH:3]=1.[OH-].[Na+].[CH:21](=O)[CH:22]=[CH:23][C:24]1[CH:29]=[CH:28][CH:27]=[CH:26][CH:25]=1.Cl. (2) Given the product [Br:19][C:13]1[CH:12]=[C:11]([C:9]2[N:10]=[C:6]([C:4]([OH:5])=[O:3])[S:7][CH:8]=2)[CH:16]=[C:15]([Br:17])[C:14]=1[OH:18], predict the reactants needed to synthesize it. The reactants are: C([O:3][C:4]([C:6]1[S:7][CH:8]=[C:9]([C:11]2[CH:16]=[C:15]([Br:17])[C:14]([OH:18])=[C:13]([Br:19])[CH:12]=2)[N:10]=1)=[O:5])C.O.[OH-].[Li+]. (3) Given the product [F:1][C:2]1[CH:3]=[C:4]([CH:9]([C:11]2[N:20]=[C:19]([NH:21][C:22]3[CH:26]=[C:25]([CH3:27])[NH:24][N:23]=3)[C:18]3[C:13](=[CH:14][CH:15]=[CH:16][CH:17]=3)[N:12]=2)[OH:10])[CH:5]=[CH:6][C:7]=1[F:8], predict the reactants needed to synthesize it. The reactants are: [F:1][C:2]1[CH:3]=[C:4]([C:9]([C:11]2[N:20]=[C:19]([NH:21][C:22]3[CH:26]=[C:25]([CH3:27])[NH:24][N:23]=3)[C:18]3[C:13](=[CH:14][CH:15]=[CH:16][CH:17]=3)[N:12]=2)=[O:10])[CH:5]=[CH:6][C:7]=1[F:8].[BH4-].[Na+].Cl. (4) Given the product [F:34][C:33]1[CH:32]=[CH:31][CH:30]=[C:29]([F:35])[C:28]=1[CH:26]([N:17]1[CH2:18][CH2:19][CH:14]([NH:13][C:12]2[C:7]3[CH:6]=[C:5]([CH2:1][CH:2]([CH3:4])[CH3:3])[S:20][C:8]=3[N:9]=[CH:10][N:11]=2)[CH2:15][CH2:16]1)[CH3:27], predict the reactants needed to synthesize it. The reactants are: [CH2:1]([C:5]1[S:20][C:8]2[N:9]=[CH:10][N:11]=[C:12]([NH:13][CH:14]3[CH2:19][CH2:18][NH:17][CH2:16][CH2:15]3)[C:7]=2[CH:6]=1)[CH:2]([CH3:4])[CH3:3].CS(O[CH:26]([C:28]1[C:33]([F:34])=[CH:32][CH:31]=[CH:30][C:29]=1[F:35])[CH3:27])(=O)=O. (5) Given the product [CH3:1][C:2]1[S:23][C:5]2=[N:6][C:7]([CH3:22])=[C:8]([CH2:17][C:18]([OH:20])=[O:19])[C:9]([C:10]3[CH:11]=[CH:12][C:13]([CH3:16])=[CH:14][CH:15]=3)=[C:4]2[CH:3]=1, predict the reactants needed to synthesize it. The reactants are: [CH3:1][C:2]1[S:23][C:5]2=[N:6][C:7]([CH3:22])=[C:8]([CH2:17][C:18]([O:20]C)=[O:19])[C:9]([C:10]3[CH:15]=[CH:14][C:13]([CH3:16])=[CH:12][CH:11]=3)=[C:4]2[CH:3]=1.[O-2].[Li+].[Li+].Cl. (6) Given the product [C:12]1([N:9]2[C:5]3=[N:6][CH:7]=[N:8][C:3]([NH:1][N:2]=[CH:22][C:21]4[CH:24]=[C:25]([O:29][CH3:30])[C:26]([O:27][CH3:28])=[C:19]([OH:18])[CH:20]=4)=[C:4]3[CH:11]=[N:10]2)[CH:17]=[CH:16][CH:15]=[CH:14][CH:13]=1, predict the reactants needed to synthesize it. The reactants are: [NH:1]([C:3]1[N:8]=[CH:7][N:6]=[C:5]2[N:9]([C:12]3[CH:17]=[CH:16][CH:15]=[CH:14][CH:13]=3)[N:10]=[CH:11][C:4]=12)[NH2:2].[OH:18][C:19]1[CH:20]=[C:21]([CH:24]=[C:25]([O:29][CH3:30])[C:26]=1[O:27][CH3:28])[CH:22]=O.C1(N2C3=NC=NC(NN=CC4C=CN=CC=4)=C3C=N2)C=CC=CC=1.